This data is from Forward reaction prediction with 1.9M reactions from USPTO patents (1976-2016). The task is: Predict the product of the given reaction. (1) Given the reactants [CH2:1]([O:3][C:4]([N:6]1[C:15]2[C:10](=[N:11][C:12]([O:16][CH3:17])=[CH:13][CH:14]=2)[C@@H:9]([NH:18][C:19]2[N:24]=[C:23]([CH2:25][C:26]3[CH:31]=[C:30]([C:32]([F:35])([F:34])[F:33])[CH:29]=[C:28]([C:36]([F:39])([F:38])[F:37])[CH:27]=3)[C:22]([S:40](CCC(OC)=O)(=[O:42])=[O:41])=[CH:21][N:20]=2)[CH2:8][C@H:7]1[CH2:49][CH3:50])=[O:5])[CH3:2].[OH-:51].[Na+].Cl.OO, predict the reaction product. The product is: [CH2:1]([O:3][C:4]([N:6]1[C:15]2[C:10](=[N:11][C:12]([O:16][CH3:17])=[CH:13][CH:14]=2)[C@@H:9]([NH:18][C:19]2[N:24]=[C:23]([CH2:25][C:26]3[CH:27]=[C:28]([C:36]([F:37])([F:39])[F:38])[CH:29]=[C:30]([C:32]([F:34])([F:33])[F:35])[CH:31]=3)[C:22]([S:40]([OH:41])(=[O:42])=[O:51])=[CH:21][N:20]=2)[CH2:8][C@H:7]1[CH2:49][CH3:50])=[O:5])[CH3:2]. (2) Given the reactants [CH2:1]([O:8][C:9](=[O:23])[C@@H:10]([NH:15][C:16]([O:18][C:19]([CH3:22])([CH3:21])[CH3:20])=[O:17])[CH2:11][C:12]([OH:14])=O)[C:2]1[CH:7]=[CH:6][CH:5]=[CH:4][CH:3]=1.[NH2:24][C@@H:25]([CH2:30][OH:31])[CH2:26][CH:27]([CH3:29])[CH3:28].Cl.CN(C)CCCN=C=NCC.O.ON1C2C=CC=CC=2N=N1.CN1CCOCC1, predict the reaction product. The product is: [CH2:1]([O:8][C:9](=[O:23])[C@@H:10]([NH:15][C:16]([O:18][C:19]([CH3:22])([CH3:21])[CH3:20])=[O:17])[CH2:11][C:12]([NH:24][C@@H:25]([CH2:30][OH:31])[CH2:26][CH:27]([CH3:29])[CH3:28])=[O:14])[C:2]1[CH:3]=[CH:4][CH:5]=[CH:6][CH:7]=1. (3) The product is: [Cl:36][C:31]1[CH:30]=[C:29]([NH:28][C:15]2[C:14]3[C:19](=[CH:20][CH:21]=[C:12]([CH2:11][CH2:10][CH2:9][OH:8])[CH:13]=3)[N:18]=[C:17]([C:22]3[CH:23]=[N:24][CH:25]=[CH:26][CH:27]=3)[N:16]=2)[CH:34]=[CH:33][C:32]=1[F:35]. Given the reactants [Si]([O:8][CH2:9][CH2:10][CH2:11][C:12]1[CH:13]=[C:14]2[C:19](=[CH:20][CH:21]=1)[N:18]=[C:17]([C:22]1[CH:23]=[N:24][CH:25]=[CH:26][CH:27]=1)[N:16]=[C:15]2[NH:28][C:29]1[CH:34]=[CH:33][C:32]([F:35])=[C:31]([Cl:36])[CH:30]=1)(C(C)(C)C)(C)C.ClC(OC(Cl)C)=O, predict the reaction product. (4) The product is: [CH:19]1[C:18]([C:16]([NH:15][N:12]2[C:10](=[O:11])[C@@H:9]3[CH:4]4[C@@H:3]5[CH2:1][C@@H:2]5[CH:7]([C@@H:8]3[C:13]2=[O:14])[CH:6]=[CH:5]4)=[O:17])=[CH:23][CH:22]=[C:21]([C:24]([F:26])([F:25])[F:27])[CH:20]=1. Given the reactants [CH2:1]1[C@@H:3]2[C@H:4]3[C@@H:9]4[C:10]([N:12]([NH:15][C:16]([C:18]5[CH:23]=[CH:22][C:21]([C:24]([F:27])([F:26])[F:25])=[CH:20][CH:19]=5)=[O:17])[C:13](=[O:14])[C@@H:8]4[C@@H:7]([C@H:2]12)[CH:6]=[CH:5]3)=[O:11].O.[O-]S([O-])(=O)=O.[Ca+2], predict the reaction product. (5) Given the reactants [OH:1][C:2]1[C:9]([CH3:10])=[C:8]([O:11][CH2:12][CH2:13][CH3:14])[CH:7]=[CH:6][C:3]=1[CH:4]=[O:5].[C:15]([O-])([O-])=O.[K+].[K+].CI, predict the reaction product. The product is: [CH3:15][O:1][C:2]1[C:9]([CH3:10])=[C:8]([O:11][CH2:12][CH2:13][CH3:14])[CH:7]=[CH:6][C:3]=1[CH:4]=[O:5]. (6) Given the reactants [C:1]([C:3](=[N:15][O:16][CH:17]([CH3:19])[CH3:18])[C:4]([N:10]1[CH:14]=[N:13][CH:12]=[N:11]1)=[N:5][O:6][CH:7]([CH3:9])[CH3:8])#[N:2].C[Si]([N:24]=[N+:25]=[N-:26])(C)C.C([Sn](=O)CCCC)CCC, predict the reaction product. The product is: [CH:7]([O:6][N:5]=[C:4]([N:10]1[CH:14]=[N:13][CH:12]=[N:11]1)[C:3](=[N:15][O:16][CH:17]([CH3:19])[CH3:18])[C:1]1[NH:26][N:25]=[N:24][N:2]=1)([CH3:9])[CH3:8]. (7) Given the reactants C([O:8][C:9]([CH:11]1[CH2:16][CH2:15][N:14]([C:17](=[O:26])[CH2:18][CH2:19][C:20]2[CH:25]=[CH:24][CH:23]=[CH:22][CH:21]=2)[CH2:13][CH2:12]1)=[O:10])C1C=CC=CC=1.[H][H], predict the reaction product. The product is: [C:20]1([CH2:19][CH2:18][C:17]([N:14]2[CH2:13][CH2:12][CH:11]([C:9]([OH:10])=[O:8])[CH2:16][CH2:15]2)=[O:26])[CH:25]=[CH:24][CH:23]=[CH:22][CH:21]=1. (8) Given the reactants [CH3:1][S:2][C:3]1[N:8]=[C:7]([NH:9][CH3:10])[C:6]([N+:11]([O-:13])=[O:12])=[C:5]([NH:14][CH3:15])[N:4]=1.ClC1C=CC=C(C(OO)=[O:24])C=1, predict the reaction product. The product is: [CH3:1][S:2]([C:3]1[N:4]=[C:5]([NH:14][CH3:15])[C:6]([N+:11]([O-:13])=[O:12])=[C:7]([NH:9][CH3:10])[N:8]=1)=[O:24].